From a dataset of Full USPTO retrosynthesis dataset with 1.9M reactions from patents (1976-2016). Predict the reactants needed to synthesize the given product. (1) The reactants are: [CH3:1][CH:2]1[C:10]2[C:5](=[CH:6][CH:7]=[C:8]([CH:11]=C)[CH:9]=2)[C:4](=[O:13])[O:3]1.CSC.C[OH:18]. Given the product [CH3:1][CH:2]1[C:10]2[C:5](=[CH:6][CH:7]=[C:8]([CH:11]=[O:18])[CH:9]=2)[C:4](=[O:13])[O:3]1, predict the reactants needed to synthesize it. (2) Given the product [CH3:1][O:2][C:3]1[C:11]2[N:10]=[C:9]([CH2:12][CH2:13][CH2:14][N:15]([CH3:33])[CH2:16][CH2:17][C@:18]3([O:32][C:41](=[O:46])[C:42]([CH3:45])([CH3:44])[CH3:43])[CH2:23][C@H:22]4[CH2:24][CH2:25][C@@H:19]3[CH:20]=[C:21]4[C:26]3[CH:27]=[CH:28][CH:29]=[CH:30][CH:31]=3)[NH:8][C:7]=2[CH:6]=[CH:5][CH:4]=1, predict the reactants needed to synthesize it. The reactants are: [CH3:1][O:2][C:3]1[C:11]2[N:10]=[C:9]([CH2:12][CH2:13][CH2:14][N:15]([CH3:33])[CH2:16][CH2:17][C:18]3([OH:32])[CH2:23][CH:22]4[CH2:24][CH2:25][CH:19]3[CH:20]=[C:21]4[C:26]3[CH:31]=[CH:30][CH:29]=[CH:28][CH:27]=3)[NH:8][C:7]=2[CH:6]=[CH:5][CH:4]=1.CCN(CC)CC.[C:41](Cl)(=[O:46])[C:42]([CH3:45])([CH3:44])[CH3:43]. (3) Given the product [CH3:22][Si:21]([C:19]#[C:20][C:2]1[CH:3]=[CH:4][C:5]([N:8]2[C:12]([C:13]3[CH:18]=[CH:17][N:16]=[CH:15][CH:26]=3)=[CH:11][CH:10]=[N:9]2)=[CH:6][CH:7]=1)([CH3:24])[CH3:23], predict the reactants needed to synthesize it. The reactants are: Br[C:2]1[CH:7]=[CH:6][C:5]([N:8]2[C:12]([C:13]3[CH:18]=[CH:17][N:16]=[CH:15]N=3)=[CH:11][CH:10]=[N:9]2)=[CH:4][CH:3]=1.[C:19]([Si:21]([CH3:24])([CH3:23])[CH3:22])#[CH:20].O.[CH3:26]CN(CC)CC.O1CCOCC1. (4) Given the product [Br:19][C:20]1[CH:25]=[N:24][C:23]([C:26]2[CH:27]=[CH:28][C:29]([CH2:32][C@H:33]([NH:37][C:38]([C:40]3[S:41][C:42]([C:45]([CH3:48])([CH3:47])[CH3:46])=[CH:43][CH:44]=3)=[O:39])[C:34]([N:1]3[CH2:5][CH2:4][C@H:3]([C:6]([O:8][CH3:9])=[O:7])[CH2:2]3)=[O:35])=[CH:30][CH:31]=2)=[N:22][CH:21]=1, predict the reactants needed to synthesize it. The reactants are: [NH:1]1[CH2:5][CH2:4][C@H:3]([C:6]([O:8][CH3:9])=[O:7])[CH2:2]1.CCN(C(C)C)C(C)C.[Br:19][C:20]1[CH:21]=[N:22][C:23]([C:26]2[CH:31]=[CH:30][C:29]([CH2:32][C@H:33]([NH:37][C:38]([C:40]3[S:41][C:42]([C:45]([CH3:48])([CH3:47])[CH3:46])=[CH:43][CH:44]=3)=[O:39])[C:34](O)=[O:35])=[CH:28][CH:27]=2)=[N:24][CH:25]=1.CN(C(ON1N=NC2C=CC=NC1=2)=[N+](C)C)C.F[P-](F)(F)(F)(F)F. (5) The reactants are: Cl[C:2]1[N:12]=[CH:11][CH:10]=[CH:9][C:3]=1[C:4]([O:6][CH2:7][CH3:8])=[O:5].[C:13]1([C:19]2[CH:20]=[N:21][NH:22][CH:23]=2)[CH:18]=[CH:17][CH:16]=[CH:15][CH:14]=1.C([O-])([O-])=O.[K+].[K+].O. Given the product [C:13]1([C:19]2[CH:20]=[N:21][N:22]([C:2]3[C:3]([C:4]([O:6][CH2:7][CH3:8])=[O:5])=[CH:9][CH:10]=[CH:11][N:12]=3)[CH:23]=2)[CH:14]=[CH:15][CH:16]=[CH:17][CH:18]=1, predict the reactants needed to synthesize it. (6) Given the product [CH3:4][C:2]([C:5]1[CH2:9][CH:8]([C:10]([NH:33][C:34]2[CH:35]=[C:36]([CH:42]=[CH:43][C:44]=2[F:45])[C:37]([O:39][CH2:40][CH3:41])=[O:38])=[O:12])[N:7]([CH2:13][CH3:14])[N:6]=1)([CH3:1])[CH3:3], predict the reactants needed to synthesize it. The reactants are: [CH3:1][C:2]([C:5]1[CH2:9][CH:8]([C:10]([OH:12])=O)[N:7]([CH2:13][CH3:14])[N:6]=1)([CH3:4])[CH3:3].CCCP1(OP(CCC)(=O)OP(CCC)(=O)O1)=O.[NH2:33][C:34]1[CH:35]=[C:36]([CH:42]=[CH:43][C:44]=1[F:45])[C:37]([O:39][CH2:40][CH3:41])=[O:38]. (7) Given the product [ClH:29].[CH:1]1([C:4]2[N:5]=[CH:6][C:7]([O:10][C@@H:11]3[CH2:28][N:14]4[C:15](=[O:27])[CH2:16][CH2:17][NH:18][CH2:19][C@@H:13]4[CH2:12]3)=[N:8][CH:9]=2)[CH2:3][CH2:2]1, predict the reactants needed to synthesize it. The reactants are: [CH:1]1([C:4]2[N:5]=[CH:6][C:7]([O:10][C@@H:11]3[CH2:28][N:14]4[C:15](=[O:27])[CH2:16][CH2:17][N:18](C(OC(C)(C)C)=O)[CH2:19][C@@H:13]4[CH2:12]3)=[N:8][CH:9]=2)[CH2:3][CH2:2]1.[ClH:29]. (8) Given the product [F:47][C:48]1[CH:55]=[CH:54][C:51]([CH2:52][O:53][C:10]2[N:9]=[C:18]([CH3:17])[N:34]=[CH:12][N:11]=2)=[CH:50][CH:49]=1, predict the reactants needed to synthesize it. The reactants are: CC1C(Cl)=CC=CC=1[N:9]1[C:18](=O)[C:17]2[C:12](=CC=CC=2)[N:11]=[C:10]1C.C(=O)([O-])[O-].[Ca+2].CC1C=C(Cl)C=CC=1[N:34]1C(=O)C2C(=CC=CC=2)N=C1C.O.[F:47][C:48]1[CH:55]=[CH:54][C:51]([CH2:52][OH:53])=[CH:50][CH:49]=1.